This data is from Catalyst prediction with 721,799 reactions and 888 catalyst types from USPTO. The task is: Predict which catalyst facilitates the given reaction. Reactant: [F:1][C:2]1[CH:36]=[CH:35][C:5]([C:6]([NH:8][C:9]2[N:13]([C@@H:14]3[CH2:19][CH2:18][C@H:17]([C:20]([O:22]C)=[O:21])[CH2:16][CH2:15]3)[C:12]3[CH:24]=[C:25]([CH2:28][N:29]4[CH2:34][CH2:33][CH2:32][CH2:31][CH2:30]4)[CH:26]=[CH:27][C:11]=3[N:10]=2)=[O:7])=[CH:4][CH:3]=1.CO.[OH-].[Na+].[ClH:41]. Product: [ClH:41].[F:1][C:2]1[CH:36]=[CH:35][C:5]([C:6]([NH:8][C:9]2[N:13]([C@@H:14]3[CH2:19][CH2:18][C@H:17]([C:20]([OH:22])=[O:21])[CH2:16][CH2:15]3)[C:12]3[CH:24]=[C:25]([CH2:28][N:29]4[CH2:34][CH2:33][CH2:32][CH2:31][CH2:30]4)[CH:26]=[CH:27][C:11]=3[N:10]=2)=[O:7])=[CH:4][CH:3]=1. The catalyst class is: 28.